Dataset: Drug-target binding data from BindingDB using Ki measurements. Task: Regression. Given a target protein amino acid sequence and a drug SMILES string, predict the binding affinity score between them. We predict pKi (pKi = -log10(Ki in M); higher means stronger inhibition). Dataset: bindingdb_ki. (1) The small molecule is CSC[C@H](NC(=O)COc1cccc2cnccc12)C(=O)N[C@@H](Cc1ccccc1)[C@H](O)C(=O)N1CSC[C@H]1C(=O)NC(C)(C)C. The target protein sequence is PQITLWQRPLVTIKIGGQLKEALLDTGADNTVLEEMSLPGRWKPKMIGGIGGFIKVRQYDQILIEICGHKVIGTVLVGPTPVNIIGRNLLTQIGCTLNF. The pKi is 8.9. (2) The compound is CCC([NH3+])C(=O)[O-]. The target protein (P00561) has sequence MRVLKFGGTSVANAERFLRVADILESNARQGQVATVLSAPAKITNHLVAMIEKTISGQDALPNISDAERIFAELLTGLAAAQPGFPLAQLKTFVDQEFAQIKHVLHGISLLGQCPDSINAALICRGEKMSIAIMAGVLEARGHNVTVIDPVEKLLAVGHYLESTVDIAESTRRIAASRIPADHMVLMAGFTAGNEKGELVVLGRNGSDYSAAVLAACLRADCCEIWTDVDGVYTCDPRQVPDARLLKSMSYQEAMELSYFGAKVLHPRTITPIAQFQIPCLIKNTGNPQAPGTLIGASRDEDELPVKGISNLNNMAMFSVSGPGMKGMVGMAARVFAAMSRARISVVLITQSSSEYSISFCVPQSDCVRAERAMQEEFYLELKEGLLEPLAVTERLAIISVVGDGMRTLRGISAKFFAALARANINIVAIAQGSSERSISVVVNNDDATTGVRVTHQMLFNTDQVIEVFVIGVGGVGGALLEQLKRQQSWLKNKHIDLRV.... The pKi is 2.3. (3) The compound is O=Cc1cccnc1. The target protein sequence is MGVVQNEQDIREKMKNELISLVNEIDLIPELDRLLDDFIENKTWNEDTQELFTRVVLKPFTTLRTSLLVVDFQNDFVTGSLSIKEGDAEQDPLEALPHVNNLLENLNWNMIVYTQDWHPSNHISFFEHARNPDRELAPEDKSRKLRPFDIVRFVKPVSTIQVLYPSHCIQGGWGSQLHLGLQRIDGAHYIKKGADVYVDAYSAFSDNCGIKQSELEMLLRKNDINAVIGCGLAYDICVMHTLKDASKHGFLTCIVKSGSKGLSSLKMDEANKMFQKRGVAIIDDEMAQLISRREAFPIEWIRLLVHQAQSELHGKK. The pKi is 7.7. (4) The drug is C#Cc1c(COP(=O)(O)O)cnc(C)c1O. The target protein (Q9NVS9) has sequence MTCWLRGVTATFGRPAEWPGYLSHLCGRSAAMDLGPMRKSYRGDREAFEETHLTSLDPVKQFAAWFEEAVQCPDIGEANAMCLATCTRDGKPSARMLLLKGFGKDGFRFFTNFESRKGKELDSNPFASLVFYWEPLNRQVRVEGPVKKLPEEEAECYFHSRPKSSQIGAVVSHQSSVIPDREYLRKKNEELEQLYQDQEVPKPKSWGGYVLYPQVMEFWQGQTNRLHDRIVFRRGLPTGDSPLGPMTHRGEEDWLYERLAP. The pKi is 6.3. (5) The small molecule is COc1ccc([C@@H]2Sc3cc(OC)ccc3N(CCN(C)C)C(=O)[C@@H]2OC(C)=O)cc1. The target protein (Q13698) has sequence MEPSSPQDEGLRKKQPKKPVPEILPRPPRALFCLTLENPLRKACISIVEWKPFETIILLTIFANCVALAVYLPMPEDDNNSLNLGLEKLEYFFLIVFSIEAAMKIIAYGFLFHQDAYLRSGWNVLDFTIVFLGVFTVILEQVNVIQSHTAPMSSKGAGLDVKALRAFRVLRPLRLVSGVPSLQVVLNSIFKAMLPLFHIALLVLFMVIIYAIIGLELFKGKMHKTCYFIGTDIVATVENEEPSPCARTGSGRRCTINGSECRGGWPGPNHGITHFDNFGFSMLTVYQCITMEGWTDVLYWVNDAIGNEWPWIYFVTLILLGSFFILNLVLGVLSGEFTKEREKAKSRGTFQKLREKQQLDEDLRGYMSWITQGEVMDVEDFREGKLSLDEGGSDTESLYEIAGLNKIIQFIRHWRQWNRIFRWKCHDIVKSKVFYWLVILIVALNTLSIASEHHNQPLWLTRLQDIANRVLLSLFTTEMLMKMYGLGLRQYFMSIFNRFD.... The pKi is 7.4. (6) The drug is CCN(CC)CCNC(=O)c1cc(Cl)c(N)cc1OC. The target protein (Q62758) has sequence MDRLDANVSSNEGFGSVEKVVLLTFFAMVILMAILGNLLVMVAVCRDRQLRKIKTNYFIVSLAFADLLVSVLVNAFGAIELVQDIWFYGEMFCLVRTSLDVLLTTASIFHLCCISLDRYYAICCQPLVYRNKMTPLRIALMLGGCWVIPMFISFLPIMQGWNNIGIVDVIEKRKFNHNSNSTFCVFMVNKPYAITCSVVAFYIPFLLMVLAYYRIYVTAKEHAQQIQMLQRAGATSESRPQTADQHSTHRMRTETKAAKTLCVIMGCFCFCWAPFFVTNIVDPFIDYTVPEKVWTAFLWLGYINSGLNPFLYAFLNKSFRRAFLIILCCDDERYKRPPILGQTVPCSTTTINGSTHVLRDTVECGGQWESRCHLTATSPLVAAQPVIRRPQDNDLEDSCSLKRSQS. The pKi is 6.0. (7) The pKi is 8.8. The target protein (P08913) has sequence MGSLQPDAGNASWNGTEAPGGGARATPYSLQVTLTLVCLAGLLMLLTVFGNVLVIIAVFTSRALKAPQNLFLVSLASADILVATLVIPFSLANEVMGYWYFGKAWCEIYLALDVLFCTSSIVHLCAISLDRYWSITQAIEYNLKRTPRRIKAIIITVWVISAVISFPPLISIEKKGGGGGPQPAEPRCEINDQKWYVISSCIGSFFAPCLIMILVYVRIYQIAKRRTRVPPSRRGPDAVAAPPGGTERRPNGLGPERSAGPGGAEAEPLPTQLNGAPGEPAPAGPRDTDALDLEESSSSDHAERPPGPRRPERGPRGKGKARASQVKPGDSLPRRGPGATGIGTPAAGPGEERVGAAKASRWRGRQNREKRFTFVLAVVIGVFVVCWFPFFFTYTLTAVGCSVPRTLFKFFFWFGYCNSSLNPVIYTIFNHDFRRAFKKILCRGDRKRIV. The compound is O=C(NCCCCCCCCCNC(=O)[C@H]1[C@@H](O)CC[C@H]2CN3CCc4c([nH]c5ccccc45)[C@@H]3C[C@@H]21)[C@H]1[C@@H](O)CC[C@H]2CN3CCc4c([nH]c5ccccc45)[C@@H]3C[C@@H]21. (8) The drug is O=[N+]([O-])c1cccc2c1ccn2[C@H]1C[C@H](O)[C@@H](COP(=O)(O)OP(=O)(O)OP(=O)(O)O)O1. The target protein sequence is MITVNEKEHILEQKYRPSTIDECILPAFDKETFKSITSKGKIPHIILHSPSPGTGKTTVAKALCHDVNADMMFVNGSDCKIDFVRGPLTNFASAASFDGRQKVIVIDEFDRSGLAESQRHLRSFMEAYSSNCSIIITANNIDGIIKPLQSRCRVITFGQPTDEDKIEMMKQMIRKLTEICKHEGIAIADMKVVAALVKKNFPDFRKTIGELDSYSSKGVLDAGILSLVTNDRGAIDDVLESLKNKDVKQLRALAPKYAADYSWFVGKLAEEIYSRVTPQSIIRMYEIVGENNQYHGIAANTELHLAYLFIQLACEMQWKMSLFKDDIQLNEHQVAWYSKDWTAVQSAADSFKEKAENEFFEIIGAINNKTKCSIAQKDYSKFMVENALSQFPECMPAVYAMNLIGSGLSDEAHFNYLMAAVPRGKRYGKWAKLVEDSTEVLIIKLLAKRYQVNTNDAINYKSILTKNGKLPLVLKELKGLVTDDFLKEVTKNVKEQKQLK.... The pKi is 4.5. (9) The drug is CC(=O)Nc1ccc(OC[C@@H](O)CN[C@H](C)CCCCC(=O)Nc2ccc(C(F)(F)F)cc2)cc1. The target protein (P18762) has sequence MGPHGNDSDFLLAPNGSRAPDHDVTQERDEAWVVGMAILMSVIVLAIVFGNVLVITAIAKFERLQTVTNYFIISLACADLVMGLAVVPFGASHILMKMWNFGNFWCEFWTSIDVLCVTASIETLCVIAVDRYVAITSPFKYQSLLTKNKARVVILMVWIVSGLTSFLPIQMHWYRATHKKAIDCYTEETCCDFFTNQAYAIASSIVSFYVPLVVMVFVYSRVFQVAKRQLQKIDKSEGRFHAQNLSQVEQDGRSGHGLRRSSKFCLKEHKALKTLGIIMGTFTLCWLPFFIVNIVHVIRDNLIPKEVYILLNWLGYVNSAFNPLIYCRSPDFRIAFQELLCLRRSSSKTYGNGYSSNSNGRTDYTGEPNTCQLGQEREQELLCEDPPGMEGFVNCQGTVPSLSVDSQGRNCSTNDSPL. The pKi is 6.8. (10) The compound is Cc1ncccc1Oc1ncnc(OC2C3COCC2CN(C(=O)OC(C)C)C3)c1C. The target protein (Q7TQN8) has sequence MESSFSFGVILAVLTILIIAVNALVVVAMLLSIYKNDGVGLCFTLNLAVADTLIGVAISGLVTDQLSSSAQHTQKTLCSLRMAFVTSSAAASVLTVMLIAFDRYLAIKQPLRYFQIMNGLVAGGCIAGLWLISYLIGFLPLGVSIFQQTTYHGPCTFFAVFHPRFVLTLSCAGFFPAVLLFVFFYCDMLKIASVHSQHIRKMEHAGAMVGACRPPRPVNDFKAVRTVSVLIGSFTLSWSPFLITSIVQVACHKCCLYQVLEKYLWLLGVGNSLLNPLIYAYWQREVRQQLCHMALGLLADGSTQPQIETLKGKEERKKVGRKTLYTCDAQTLYTCDAQTLYTCDAQTLYTCDACDTQTLYTCDAQTLYTCDAQTLYTCDAQTLYTCDAQTLYTCDAQTLYTCDTQTLYTCDAQTLYTCDAQTLYTCDAQTLYTCDAQTLYTSSLVTGQTEQTPLKRANMSDPLRTCRG. The pKi is 6.9.